This data is from Reaction yield outcomes from USPTO patents with 853,638 reactions. The task is: Predict the reaction yield, written as a fraction of the theoretical maximum amount of product (1.0 means a 100% yield; for example, 0.34 means a 34% yield). (1) The reactants are [Cl:1][C:2]1[CH:37]=[CH:36][C:5]([CH2:6][O:7][C:8]2[C:33]([F:34])=[CH:32][C:11]([CH2:12][C:13]3[C:21]4[C:16](=[N:17][CH:18]=[CH:19][CH:20]=4)[N:15]([Si](C(C)C)(C(C)C)C(C)C)[CH:14]=3)=[C:10]([F:35])[CH:9]=2)=[CH:4][CH:3]=1.[F-].C([N+](CCCC)(CCCC)CCCC)CCC. The catalyst is O1CCCC1. The product is [Cl:1][C:2]1[CH:3]=[CH:4][C:5]([CH2:6][O:7][C:8]2[C:33]([F:34])=[CH:32][C:11]([CH2:12][C:13]3[C:21]4[C:16](=[N:17][CH:18]=[CH:19][CH:20]=4)[NH:15][CH:14]=3)=[C:10]([F:35])[CH:9]=2)=[CH:36][CH:37]=1. The yield is 0.289. (2) The yield is 0.800. The product is [CH:1]1([CH:7]([O:20][CH3:21])[C:8]2[CH:15]=[CH:14][C:13]([C:16]([F:17])([F:19])[F:18])=[CH:12][C:9]=2[CH2:10][NH:28][CH2:27][C:26]2[CH:29]=[C:30]([C:32]([F:33])([F:34])[F:35])[CH:31]=[C:24]([C:23]([F:22])([F:36])[F:37])[CH:25]=2)[CH2:2][CH2:3][CH2:4][CH2:5][CH2:6]1. The catalyst is C(O)C. The reactants are [CH:1]1([CH:7]([O:20][CH3:21])[C:8]2[CH:15]=[CH:14][C:13]([C:16]([F:19])([F:18])[F:17])=[CH:12][C:9]=2[CH:10]=O)[CH2:6][CH2:5][CH2:4][CH2:3][CH2:2]1.[F:22][C:23]([F:37])([F:36])[C:24]1[CH:25]=[C:26]([CH:29]=[C:30]([C:32]([F:35])([F:34])[F:33])[CH:31]=1)[CH2:27][NH2:28].[BH4-].[Na+]. (3) The reactants are [C:1]([C:5]1[O:9][N:8]=[C:7]([NH:10][C:11]([NH:13][C:14]2[CH:19]=[CH:18][C:17]([C:20]3[N:24]4[CH:25]=[CH:26][C:27]([C:29]5[CH:34]=[CH:33][N:32]=[C:31]([CH2:35][CH2:36][CH:37](OCC)[O:38]CC)[CH:30]=5)=[CH:28][C:23]4=[N:22][CH:21]=3)=[CH:16][C:15]=2[F:44])=[O:12])[CH:6]=1)([CH3:4])([CH3:3])[CH3:2].[ClH:45]. The catalyst is C(OCC)(=O)C. The product is [ClH:45].[C:1]([C:5]1[O:9][N:8]=[C:7]([NH:10][C:11]([NH:13][C:14]2[CH:19]=[CH:18][C:17]([C:20]3[N:24]4[CH:25]=[CH:26][C:27]([C:29]5[CH:34]=[CH:33][N:32]=[C:31]([CH2:35][CH2:36][CH:37]=[O:38])[CH:30]=5)=[CH:28][C:23]4=[N:22][CH:21]=3)=[CH:16][C:15]=2[F:44])=[O:12])[CH:6]=1)([CH3:4])([CH3:2])[CH3:3]. The yield is 1.05. (4) The yield is 0.520. The reactants are I[C:2]1[CH:7]=[CH:6][CH:5]=[CH:4][C:3]=1[O:8][CH2:9][CH:10]=[C:11]([CH3:13])[CH3:12].C(N(C(C)C)CC)(C)C. The product is [CH:11]([C:10]1[C:2]2[CH:7]=[CH:6][CH:5]=[CH:4][C:3]=2[O:8][CH:9]=1)([CH3:13])[CH3:12]. The catalyst is C(#N)CC.C([O-])(=O)C.[Pd+2].C([O-])(=O)C. (5) The reactants are [CH3:1][C:2]1[CH:19]=[CH:18][C:17]([CH3:20])=[CH:16][C:3]=1[O:4][C:5]1[CH:12]=[CH:11][C:8]([C:9]#[N:10])=[CH:7][C:6]=1[N+:13]([O-])=O.S(S([O-])=O)([O-])=O.[Na+].[Na+].O.O1CCOCC1. The product is [NH2:13][C:6]1[CH:7]=[C:8]([CH:11]=[CH:12][C:5]=1[O:4][C:3]1[CH:16]=[C:17]([CH3:20])[CH:18]=[CH:19][C:2]=1[CH3:1])[C:9]#[N:10]. The yield is 0.890. The catalyst is C1COCC1. (6) The reactants are [Cl:1][C:2]1[CH:3]=[C:4]2[C:9](=[CH:10][CH:11]=1)[N:8]=[CH:7][C:6]([N+:12]([O-:14])=[O:13])=[C:5]2O.C(N(CC)C(C)C)(C)C.O=P(Cl)(Cl)[Cl:27]. The catalyst is C(#N)C. The product is [Cl:27][C:5]1[C:4]2[C:9](=[CH:10][CH:11]=[C:2]([Cl:1])[CH:3]=2)[N:8]=[CH:7][C:6]=1[N+:12]([O-:14])=[O:13]. The yield is 0.770. (7) The reactants are [N+:1]([C:4]1[CH:5]=[CH:6][C:7]2[O:12][C@:11]([CH3:18])([CH:13]([O:16][CH3:17])[O:14][CH3:15])[C@@H:10]3[O:19][C@@H:9]3[C:8]=2[CH:20]=1)([O-:3])=[O:2].[Cl:21][C:22]1[CH:27]=[CH:26][C:25]([NH:28][CH2:29][C:30]2[NH:31][CH:32]=[CH:33][N:34]=2)=[CH:24][CH:23]=1. No catalyst specified. The product is [N+:1]([C:4]1[CH:5]=[CH:6][C:7]2[O:12][C@:11]([CH3:18])([CH:13]([O:16][CH3:17])[O:14][CH3:15])[C@H:10]([OH:19])[C@@H:9]([N:28]([C:25]3[CH:26]=[CH:27][C:22]([Cl:21])=[CH:23][CH:24]=3)[CH2:29][C:30]3[NH:31][CH:32]=[CH:33][N:34]=3)[C:8]=2[CH:20]=1)([O-:3])=[O:2]. The yield is 0.340.